Dataset: Reaction yield outcomes from USPTO patents with 853,638 reactions. Task: Predict the reaction yield, written as a fraction of the theoretical maximum amount of product (1.0 means a 100% yield; for example, 0.34 means a 34% yield). The reactants are [NH:1]1[CH2:5][CH2:4][CH2:3][CH2:2]1.[C:6]([O:13][CH3:14])(=[O:12])[CH2:7][CH2:8][C:9]([CH3:11])=O.[BH-](OC(C)=O)(OC(C)=O)OC(C)=O.[Na+]. The catalyst is C(Cl)Cl.[Cl-].[Na+].O. The product is [CH3:14][O:13][C:6](=[O:12])[CH2:7][CH2:8][CH:9]([N:1]1[CH2:5][CH2:4][CH2:3][CH2:2]1)[CH3:11]. The yield is 0.340.